Task: Predict the product of the given reaction.. Dataset: Forward reaction prediction with 1.9M reactions from USPTO patents (1976-2016) (1) Given the reactants [NH2:1][C:2]1[C:3]([C:8]([O:10]C)=[O:9])=[N:4][CH:5]=[CH:6][N:7]=1.[OH-].[Na+], predict the reaction product. The product is: [NH2:1][C:2]1[C:3]([C:8]([OH:10])=[O:9])=[N:4][CH:5]=[CH:6][N:7]=1. (2) The product is: [C:19]([O:18][C:16]([N:23]1[CH2:24][CH2:25][N:26]([C:9]2[N:7]=[C:6]([Cl:8])[N:37]=[CH:14][N:11]=2)[CH2:27][CH2:28]1)=[O:17])([CH3:22])([CH3:21])[CH3:20]. Given the reactants ClN1[N:7]=[C:6]([Cl:8])C=CN1.[CH2:9]([N:11]([CH2:14]C)CC)C.[C:16]([N:23]1[CH2:28][CH2:27][NH:26][CH2:25][CH2:24]1)([O:18][C:19]([CH3:22])([CH3:21])[CH3:20])=[O:17].C(OCC)(=O)C.C(#[N:37])C, predict the reaction product.